Dataset: Reaction yield outcomes from USPTO patents with 853,638 reactions. Task: Predict the reaction yield, written as a fraction of the theoretical maximum amount of product (1.0 means a 100% yield; for example, 0.34 means a 34% yield). (1) The reactants are [CH3:1][O:2][C:3](=[O:12])[C:4]1[CH:9]=[CH:8][C:7]([CH3:10])=[C:6]([Br:11])[CH:5]=1.C1C(=O)N([Br:20])C(=O)C1.C(OOC(=O)C1C=CC=CC=1)(=O)C1C=CC=CC=1. The catalyst is C(Cl)(Cl)(Cl)Cl. The product is [Br:11][C:6]1[CH:5]=[C:4]([C:3]([O:2][CH3:1])=[O:12])[CH:9]=[CH:8][C:7]=1[CH2:10][Br:20]. The yield is 0.930. (2) The reactants are [NH2:1][C:2]1[C:3]([CH3:13])=[C:4]([CH:9]=[C:10]([Br:12])[CH:11]=1)[C:5]([O:7][CH3:8])=[O:6].O=[C:15]1[CH2:20][CH2:19][CH:18]([NH:21][C:22](=[O:28])[O:23][C:24]([CH3:27])([CH3:26])[CH3:25])[CH2:17][CH2:16]1.C(O)(=O)C.C([BH3-])#N.[Na+]. The catalyst is CO. The product is [Br:12][C:10]1[CH:11]=[C:2]([NH:1][CH:15]2[CH2:16][CH2:17][CH:18]([NH:21][C:22]([O:23][C:24]([CH3:27])([CH3:26])[CH3:25])=[O:28])[CH2:19][CH2:20]2)[C:3]([CH3:13])=[C:4]([CH:9]=1)[C:5]([O:7][CH3:8])=[O:6]. The yield is 0.440. (3) The reactants are C([O:4][C@H:5]([CH3:24])[CH2:6][CH2:7][CH2:8][CH2:9][N:10]1[C:19](=[O:20])[C:18]2[N:17]([CH3:21])[C:16]([Br:22])=[N:15][C:14]=2[N:13]([CH3:23])[C:11]1=[O:12])(=O)C.Cl. The catalyst is CO.CCOCC. The product is [Br:22][C:16]1[N:17]([CH3:21])[C:18]2[C:19](=[O:20])[N:10]([CH2:9][CH2:8][CH2:7][CH2:6][C@H:5]([OH:4])[CH3:24])[C:11](=[O:12])[N:13]([CH3:23])[C:14]=2[N:15]=1. The yield is 0.910.